The task is: Regression/Classification. Given a drug SMILES string, predict its absorption, distribution, metabolism, or excretion properties. Task type varies by dataset: regression for continuous measurements (e.g., permeability, clearance, half-life) or binary classification for categorical outcomes (e.g., BBB penetration, CYP inhibition). Dataset: cyp2d6_veith.. This data is from CYP2D6 inhibition data for predicting drug metabolism from PubChem BioAssay. (1) The drug is C#C[C@@]1(O)CC[C@@H]2[C@@H]3CCC4=CC(=O)CC[C@@H]4[C@H]3CC[C@]21C. The result is 0 (non-inhibitor). (2) The molecule is COc1cc(C(=O)Oc2ccc3c(c2)OCC3=O)cc(OC)c1OC. The result is 0 (non-inhibitor). (3) The molecule is O=C(CSc1c[nH]c2ccccc12)N1CCOCC1. The result is 0 (non-inhibitor). (4) The compound is CCN1CCC[C@@H]1CNC(=O)c1cc(S(N)(=O)=O)ccc1OC. The result is 0 (non-inhibitor). (5) The compound is Cc1cccc(Nc2ccccc2C(=O)OCC(=O)N2CCOCC2)c1C. The result is 0 (non-inhibitor).